From a dataset of Peptide-MHC class I binding affinity with 185,985 pairs from IEDB/IMGT. Regression. Given a peptide amino acid sequence and an MHC pseudo amino acid sequence, predict their binding affinity value. This is MHC class I binding data. (1) The peptide sequence is VPFCSHHFHQ. The MHC is HLA-B51:01 with pseudo-sequence HLA-B51:01. The binding affinity (normalized) is 0. (2) The peptide sequence is KLGEFLERL. The MHC is HLA-A02:01 with pseudo-sequence HLA-A02:01. The binding affinity (normalized) is 0.657. (3) The MHC is HLA-B46:01 with pseudo-sequence HLA-B46:01. The binding affinity (normalized) is 0.0847. The peptide sequence is FEADPLSPQ. (4) The peptide sequence is HRCQAIRK. The MHC is HLA-B53:01 with pseudo-sequence HLA-B53:01. The binding affinity (normalized) is 0. (5) The peptide sequence is QVIEYLKPY. The MHC is HLA-A02:03 with pseudo-sequence HLA-A02:03. The binding affinity (normalized) is 0.0847.